This data is from Peptide-MHC class I binding affinity with 185,985 pairs from IEDB/IMGT. The task is: Regression. Given a peptide amino acid sequence and an MHC pseudo amino acid sequence, predict their binding affinity value. This is MHC class I binding data. The peptide sequence is TTIITPMMR. The MHC is HLA-A11:01 with pseudo-sequence HLA-A11:01. The binding affinity (normalized) is 0.504.